The task is: Predict which catalyst facilitates the given reaction.. This data is from Catalyst prediction with 721,799 reactions and 888 catalyst types from USPTO. (1) Reactant: [Br:1][C:2]1[CH:3]=[CH:4][C:5]2[C:6]([OH:20])(C)[C:7](O)([CH3:17])[C:8]3[C:13]([C:14]=2[CH:15]=1)=[CH:12][C:11]([Br:16])=[CH:10][CH:9]=3.F[C:22](F)(F)C(O)=O. Product: [Br:16][C:11]1[CH:10]=[CH:9][C:8]2[C:7]([CH3:17])([CH3:22])[C:6](=[O:20])[C:5]3[C:14]([C:13]=2[CH:12]=1)=[CH:15][C:2]([Br:1])=[CH:3][CH:4]=3. The catalyst class is: 15. (2) Reactant: [CH3:1][O:2][C:3]1[C:12]2[C:7](=[CH:8][CH:9]=[CH:10][CH:11]=2)[C:6]([O:13][CH3:14])=[CH:5][C:4]=1[CH:15]=[O:16].[B-](F)(F)(F)[F:18].[B-](F)(F)(F)F.C1[N+]2(CCl)CC[N+](F)(CC2)C1. Product: [CH3:1][O:2][C:3]1[C:12]2[C:7](=[CH:8][CH:9]=[CH:10][CH:11]=2)[C:6]([O:13][CH3:14])=[C:5]([F:18])[C:4]=1[CH:15]=[O:16]. The catalyst class is: 23. (3) Reactant: [OH:1][C:2]1[CH:7]=[CH:6][CH:5]=[CH:4][C:3]=1[C:8]1[O:12][N:11]=[C:10]([C:13]([OH:15])=O)[CH:9]=1.C1C=C[C:19]2N(O)N=[N:22][C:20]=2[CH:21]=1.C(Cl)CCl.C1(N)CC1. Product: [CH:20]1([NH:22][C:13]([C:10]2[CH:9]=[C:8]([C:3]3[CH:4]=[CH:5][CH:6]=[CH:7][C:2]=3[OH:1])[O:12][N:11]=2)=[O:15])[CH2:21][CH2:19]1. The catalyst class is: 4. (4) Reactant: CCN(C(C)C)C(C)C.[C:10]1([C:16]2[NH:20][N:19]=[C:18]([C:21]([NH:23][CH2:24][C:25]([OH:27])=O)=[O:22])[CH:17]=2)[CH:15]=[CH:14][CH:13]=[CH:12][CH:11]=1.C1C=CC2N(O)N=NC=2C=1.CCN=C=NCCCN(C)C.Cl.Cl.[Cl:51][C:52]1[CH:53]=[N:54][CH:55]=[C:56]([O:58][CH:59]2[CH2:64][CH2:63][NH:62][CH2:61][CH2:60]2)[CH:57]=1.Cl.ClC1C=CC=CC=1OC1CCNCC1. Product: [Cl:51][C:52]1[CH:57]=[C:56]([O:58][CH:59]2[CH2:64][CH2:63][N:62]([C:25](=[O:27])[CH2:24][NH:23][C:21]([C:18]3[CH:17]=[C:16]([C:10]4[CH:11]=[CH:12][CH:13]=[CH:14][CH:15]=4)[NH:20][N:19]=3)=[O:22])[CH2:61][CH2:60]2)[CH:55]=[N:54][CH:53]=1. The catalyst class is: 18. (5) Reactant: Cl[C:2]1[CH:7]=[N:6][CH:5]=[C:4]([Cl:8])[N:3]=1.C([N:16]1[C:24]2[C:19](=[CH:20][C:21]([F:25])=[CH:22][CH:23]=2)[CH:18]=[C:17]1B(O)O)(OC(C)(C)C)=O.C([O-])(O)=O.[Na+]. Product: [Cl:8][C:4]1[N:3]=[C:2]([C:17]2[NH:16][C:24]3[C:19]([CH:18]=2)=[CH:20][C:21]([F:25])=[CH:22][CH:23]=3)[CH:7]=[N:6][CH:5]=1. The catalyst class is: 108. (6) Reactant: [CH2:1]([O:3][C:4](=[O:23])[CH:5]([CH:17]1[CH2:22][CH2:21][CH2:20][CH2:19][CH2:18]1)[C:6](N1C2C=CC=CC=2N=N1)=[O:7])[CH3:2].[Li+].CC([N-]C(C)C)C.[C:32]1(=[O:39])[CH2:38][CH2:37][CH2:36][CH2:35][CH2:34][CH2:33]1. Product: [CH2:1]([O:3][C:4](=[O:23])[CH:5]([CH:17]1[CH2:18][CH2:19][CH2:20][CH2:21][CH2:22]1)[C:6](=[O:7])[CH:33]1[CH2:34][CH2:35][CH2:36][CH2:37][CH2:38][C:32]1=[O:39])[CH3:2]. The catalyst class is: 1.